This data is from Peptide-MHC class I binding affinity with 185,985 pairs from IEDB/IMGT. The task is: Regression. Given a peptide amino acid sequence and an MHC pseudo amino acid sequence, predict their binding affinity value. This is MHC class I binding data. (1) The MHC is HLA-B44:02 with pseudo-sequence HLA-B44:02. The peptide sequence is SESDLEFSWL. The binding affinity (normalized) is 0.527. (2) The peptide sequence is PDPPTNTPEAL. The MHC is Mamu-B01 with pseudo-sequence Mamu-B01. The binding affinity (normalized) is 0. (3) The peptide sequence is LMAEDLANV. The MHC is HLA-A02:03 with pseudo-sequence HLA-A02:03. The binding affinity (normalized) is 1.00. (4) The peptide sequence is AHYEEDVNL. The MHC is HLA-B44:02 with pseudo-sequence HLA-B44:02. The binding affinity (normalized) is 0.0847. (5) The peptide sequence is EYIDSAWEW. The MHC is HLA-A01:01 with pseudo-sequence HLA-A01:01. The binding affinity (normalized) is 0.146.